This data is from Catalyst prediction with 721,799 reactions and 888 catalyst types from USPTO. The task is: Predict which catalyst facilitates the given reaction. (1) Reactant: [NH2:1][C:2]1[CH:7]=[CH:6][CH:5]=[CH:4][C:3]=1[NH:8][C:9]([C:11]1[N:12]=[CH:13][N:14]2[C:19](=[O:20])[N:18]([CH3:21])[N:17]=[N:16][C:15]=12)=O. Product: [NH:8]1[C:3]2[CH:4]=[CH:5][CH:6]=[CH:7][C:2]=2[N:1]=[C:9]1[C:11]1[N:12]=[CH:13][N:14]2[C:19](=[O:20])[N:18]([CH3:21])[N:17]=[N:16][C:15]=12. The catalyst class is: 33. (2) Reactant: [OH:1][CH2:2][CH2:3][O:4][C:5]1[CH:10]=[CH:9][CH:8]=[CH:7][C:6]=1[OH:11].[CH3:12][C:13](C)=[O:14].C(=O)([O-])[O-].[K+].[K+].C(OC(=O)C)(=O)C. Product: [C:13]([O:11][C:6]1[CH:7]=[CH:8][CH:9]=[CH:10][C:5]=1[O:4][CH2:3][CH2:2][OH:1])(=[O:14])[CH3:12]. The catalyst class is: 61. (3) Product: [CH3:1][C:2]1[CH:10]=[C:9]([C:11]([F:14])([F:13])[F:12])[CH:8]=[C:7]([C:15]([F:18])([F:17])[F:16])[C:3]=1[C:4]([NH:46][CH:39]([C:40]1[CH:45]=[CH:44][CH:43]=[CH:42][CH:41]=1)[C:38]([CH3:47])([N:48]1[CH2:49][CH2:50][CH2:51][CH2:52]1)[CH3:37])=[O:5]. Reactant: [CH3:1][C:2]1[CH:10]=[C:9]([C:11]([F:14])([F:13])[F:12])[CH:8]=[C:7]([C:15]([F:18])([F:17])[F:16])[C:3]=1[C:4](Cl)=[O:5].FC(F)(F)C1C=C(C(F)(F)F)C=CC=1C(OC)=O.[CH3:37][C:38]([N:48]1[CH2:52][CH2:51][CH2:50][CH2:49]1)([CH3:47])[CH:39]([NH2:46])[C:40]1[CH:45]=[CH:44][CH:43]=[CH:42][CH:41]=1.C(N(CC)CC)C. The catalyst class is: 2. (4) Reactant: [S:1]1[CH:5]=[C:4]([C:6]([OH:8])=O)[N:3]=[CH:2]1.CN(C(ON1N=NC2C=CC=NC1=2)=[N+](C)C)C.F[P-](F)(F)(F)(F)F.CCN(C(C)C)C(C)C.[I:42][C:43]1[CH:49]=[CH:48][C:46]([NH2:47])=[CH:45][CH:44]=1. Product: [I:42][C:43]1[CH:49]=[CH:48][C:46]([NH:47][C:6]([C:4]2[N:3]=[CH:2][S:1][CH:5]=2)=[O:8])=[CH:45][CH:44]=1. The catalyst class is: 3. (5) Product: [N:1]1[C:2]([C:10]2[CH:11]=[C:12]([NH:38][C:41](=[O:26])[O:47][C:44]([CH3:46])([CH3:45])[CH3:43])[CH:16]=[CH:17][CH:18]=2)=[CH:3][N:4]2[C:9]=1[CH:8]=[CH:7][CH:6]=[N:5]2. The catalyst class is: 93. Reactant: [N:1]1[C:2]([C:10]2[CH:11]=[C:12]([CH:16]=[CH:17][CH:18]=2)C(O)=O)=[CH:3][N:4]2[C:9]=1[CH:8]=[CH:7][CH:6]=[N:5]2.C1C=CC(P(N=[N+]=[N-])(C2C=CC=CC=2)=[O:26])=CC=1.CC[N:38]([CH2:41]C)CC.[CH3:43][C:44]([OH:47])([CH3:46])[CH3:45]. (6) The catalyst class is: 723. Reactant: C([N:8]1[CH2:13][CH2:12][CH:11]=[C:10]([CH3:14])[CH:9]1[CH2:15][NH:16][C:17](=[O:23])[O:18][C:19]([CH3:22])([CH3:21])[CH3:20])C1C=CC=CC=1. Product: [CH3:14][C@@H:10]1[CH2:11][CH2:12][CH2:13][NH:8][C@H:9]1[CH2:15][NH:16][C:17](=[O:23])[O:18][C:19]([CH3:22])([CH3:21])[CH3:20]. (7) Reactant: [CH3:1][CH2:2][CH2:3][CH2:4][CH2:5][CH2:6][CH2:7][CH2:8][CH2:9][CH2:10][CH2:11][CH2:12][O:13][S:14]([O-:17])(=[O:16])=[O:15].[Na+].Cl.[CH2:20]([NH:23][CH2:24][CH:25]=[CH2:26])[CH:21]=[CH2:22]. Product: [CH2:12]([O:13][S:14]([O-:17])(=[O:16])=[O:15])[CH2:11][CH2:10][CH2:9][CH2:8][CH2:7][CH2:6][CH2:5][CH2:4][CH2:3][CH2:2][CH3:1].[CH2:20]([NH2+:23][CH2:24][CH:25]=[CH2:26])[CH:21]=[CH2:22]. The catalyst class is: 6.